This data is from Reaction yield outcomes from USPTO patents with 853,638 reactions. The task is: Predict the reaction yield, written as a fraction of the theoretical maximum amount of product (1.0 means a 100% yield; for example, 0.34 means a 34% yield). (1) The reactants are [NH:1]([C@@H:3]([CH2:6][CH:7]1[CH2:12][CH2:11][CH2:10][O:9][CH2:8]1)[CH2:4][OH:5])N. The catalyst is CO.[Ni]. The product is [NH2:1][C@@H:3]([CH2:6][CH:7]1[CH2:12][CH2:11][CH2:10][O:9][CH2:8]1)[CH2:4][OH:5]. The yield is 0.900. (2) The reactants are Cl.[NH2:2][C:3]1[N:7]([C:8]2[CH:9]=[C:10]([CH2:14][OH:15])[CH:11]=[CH:12][CH:13]=2)[N:6]=[C:5]([C:16]([CH3:19])([CH3:18])[CH3:17])[CH:4]=1.N1C=CN=C1.[CH3:25][C:26]([Si:29](Cl)(C)[CH3:30])([CH3:28])[CH3:27]. No catalyst specified. The product is [C:16]([C:5]1[CH:4]=[C:3]([NH2:2])[N:7]([C:8]2[CH:13]=[CH:12][CH:11]=[C:10]([CH2:14][O:15][SiH:29]([C:26]([CH3:28])([CH3:27])[CH3:25])[CH3:30])[CH:9]=2)[N:6]=1)([CH3:19])([CH3:18])[CH3:17]. The yield is 0.360.